Dataset: NCI-60 drug combinations with 297,098 pairs across 59 cell lines. Task: Regression. Given two drug SMILES strings and cell line genomic features, predict the synergy score measuring deviation from expected non-interaction effect. (1) Drug 1: CC1=C(C=C(C=C1)NC2=NC=CC(=N2)N(C)C3=CC4=NN(C(=C4C=C3)C)C)S(=O)(=O)N.Cl. Drug 2: CCC1=C2CN3C(=CC4=C(C3=O)COC(=O)C4(CC)O)C2=NC5=C1C=C(C=C5)O. Cell line: IGROV1. Synergy scores: CSS=28.4, Synergy_ZIP=-9.66, Synergy_Bliss=-2.87, Synergy_Loewe=-46.2, Synergy_HSA=-2.46. (2) Drug 1: CCN(CC)CCCC(C)NC1=C2C=C(C=CC2=NC3=C1C=CC(=C3)Cl)OC. Drug 2: C1CNP(=O)(OC1)N(CCCl)CCCl. Cell line: CAKI-1. Synergy scores: CSS=5.75, Synergy_ZIP=-7.07, Synergy_Bliss=-1.46, Synergy_Loewe=-17.8, Synergy_HSA=-2.16. (3) Drug 1: C1CN1P(=S)(N2CC2)N3CC3. Drug 2: CC1=C(N=C(N=C1N)C(CC(=O)N)NCC(C(=O)N)N)C(=O)NC(C(C2=CN=CN2)OC3C(C(C(C(O3)CO)O)O)OC4C(C(C(C(O4)CO)O)OC(=O)N)O)C(=O)NC(C)C(C(C)C(=O)NC(C(C)O)C(=O)NCCC5=NC(=CS5)C6=NC(=CS6)C(=O)NCCC[S+](C)C)O. Cell line: A549. Synergy scores: CSS=40.0, Synergy_ZIP=-15.0, Synergy_Bliss=-5.78, Synergy_Loewe=-2.55, Synergy_HSA=0.103.